This data is from Aqueous solubility values for 9,982 compounds from the AqSolDB database. The task is: Regression/Classification. Given a drug SMILES string, predict its absorption, distribution, metabolism, or excretion properties. Task type varies by dataset: regression for continuous measurements (e.g., permeability, clearance, half-life) or binary classification for categorical outcomes (e.g., BBB penetration, CYP inhibition). For this dataset (solubility_aqsoldb), we predict Y. The molecule is CCOC(C)(C)CC. The Y is -1.47 log mol/L.